This data is from Forward reaction prediction with 1.9M reactions from USPTO patents (1976-2016). The task is: Predict the product of the given reaction. (1) Given the reactants [I:1][C:2]1[CH:3]=[C:4]2[C:9](=[CH:10][CH:11]=1)[N:8]=[N:7][CH:6]=[C:5]2[OH:12].Br[CH2:14][C:15]1[CH:20]=[CH:19][CH:18]=[CH:17][CH:16]=1.C([O-])([O-])=O.[Cs+].[Cs+], predict the reaction product. The product is: [CH2:14]([O:12][C:5]1[C:4]2[C:9](=[CH:10][CH:11]=[C:2]([I:1])[CH:3]=2)[N:8]=[N:7][CH:6]=1)[C:15]1[CH:20]=[CH:19][CH:18]=[CH:17][CH:16]=1. (2) Given the reactants [C:1]([OH:5])([CH3:4])([CH3:3])[CH3:2].[CH3:6][C:7](=[CH2:9])[CH3:8].[OH2:10], predict the reaction product. The product is: [O:10]=[CH:2][C:1](=[CH2:4])[CH3:3].[C:9]([OH:5])(=[O:10])[C:7]([CH3:8])=[CH2:6]. (3) The product is: [Cl:31][C:28]1[CH:29]=[CH:30][C:25]2[C:11]3[C:17]([CH3:18])=[N:16][O:15][C:12]=3[CH2:13][N:14]=[C:8]([C:5]3[CH:6]=[CH:7][C:2]([Cl:1])=[CH:3][CH:4]=3)[C:26]=2[N:27]=1. Given the reactants [Cl:1][C:2]1[CH:7]=[CH:6][C:5]([C:8]2C3C(F)=NC=CC=3[C:11]3[C:17]([CH3:18])=[N:16][O:15][C:12]=3[CH2:13][N:14]=2)=[CH:4][CH:3]=1.Br[C:25]1[C:26](C(C2C=CC(Cl)=CC=2)=O)=[N:27][C:28]([Cl:31])=[CH:29][CH:30]=1.ClC1C=CC(C(C2C(F)=NC=CC=2I)=O)=CC=1.B(F)(F)F, predict the reaction product. (4) Given the reactants Cl[S:2]([C:5]1[CH:6]=[C:7]([CH:11]=[CH:12][CH:13]=1)[C:8]([OH:10])=[O:9])(=[O:4])=[O:3].[CH:14]1([NH2:20])[CH2:19][CH2:18][CH2:17][CH2:16][CH2:15]1, predict the reaction product. The product is: [CH:14]1([NH:20][S:2]([C:5]2[CH:6]=[C:7]([CH:11]=[CH:12][CH:13]=2)[C:8]([OH:10])=[O:9])(=[O:4])=[O:3])[CH2:19][CH2:18][CH2:17][CH2:16][CH2:15]1. (5) Given the reactants [C:1]([C:4]1[N:9]=[N:8][C:7]([NH:10][C@@H:11]2[CH2:16][CH2:15][CH2:14][CH2:13][C@@H:12]2[NH:17]C(=O)OC(C)(C)C)=[CH:6][C:5]=1[NH:25][C:26]1[CH:31]=[CH:30][CH:29]=[C:28]([CH:32]2[CH2:34][CH2:33]2)[N:27]=1)(=[O:3])[NH2:2].C(O)(C(F)(F)F)=O, predict the reaction product. The product is: [NH2:17][C@H:12]1[CH2:13][CH2:14][CH2:15][CH2:16][C@H:11]1[NH:10][C:7]1[N:8]=[N:9][C:4]([C:1]([NH2:2])=[O:3])=[C:5]([NH:25][C:26]2[CH:31]=[CH:30][CH:29]=[C:28]([CH:32]3[CH2:33][CH2:34]3)[N:27]=2)[CH:6]=1. (6) The product is: [CH3:34][C:17]1([CH3:35])[CH:16]([N:12]2[C:11]([CH2:9][OH:8])=[CH:15][N:14]=[CH:13]2)[C:25]2[C:20](=[CH:21][CH:22]=[CH:23][CH:24]=2)[NH:19][CH2:18]1. Given the reactants [H-].[H-].[H-].[H-].[Li+].[Al+3].C[O:8][C:9]([C:11]1[N:12]([CH:16]2[C:25]3[C:20](=[CH:21][CH:22]=[CH:23][CH:24]=3)[N:19](C(=O)C3C=CC=CC=3)[CH2:18][C:17]2([CH3:35])[CH3:34])[CH:13]=[N:14][CH:15]=1)=O.[F-].[Na+].O, predict the reaction product. (7) Given the reactants [C:1]([C:3]1[CH:4]=[CH:5][C:6]2[N:10]=[C:9]([CH2:11][NH:12][C:13]3[CH:18]=[CH:17][CH:16]=[CH:15][C:14]=3/[CH:19]=[CH:20]/[C:21]([O:23]C)=[O:22])[NH:8][C:7]=2[CH:25]=1)#[N:2].[Li+].[OH-].Cl, predict the reaction product. The product is: [C:1]([C:3]1[CH:4]=[CH:5][C:6]2[N:10]=[C:9]([CH2:11][NH:12][C:13]3[CH:18]=[CH:17][CH:16]=[CH:15][C:14]=3/[CH:19]=[CH:20]/[C:21]([OH:23])=[O:22])[NH:8][C:7]=2[CH:25]=1)#[N:2]. (8) Given the reactants [CH3:1][N:2]([CH3:8])[C:3]([N:5]([CH3:7])[CH3:6])=[NH:4].[ClH:9], predict the reaction product. The product is: [Cl-:9].[CH3:1][N:2]([CH3:8])[C:3]([N:5]([CH3:7])[CH3:6])=[NH2+:4]. (9) Given the reactants C(N(CC)CC)C.[CH2:8]([N:10]=[C:11]=[O:12])[CH3:9].[NH2:13][C:14]1[CH:19]=[CH:18][C:17]([O:20][C:21]2[CH:25]=[C:24]([CH3:26])[NH:23][N:22]=2)=[CH:16][C:15]=1[C:27]([F:30])([F:29])[F:28].Cl, predict the reaction product. The product is: [CH2:8]([NH:10][C:11]([N:23]1[C:24]([CH3:26])=[CH:25][C:21]([O:20][C:17]2[CH:18]=[CH:19][C:14]([NH2:13])=[C:15]([C:27]([F:28])([F:29])[F:30])[CH:16]=2)=[N:22]1)=[O:12])[CH3:9]. (10) Given the reactants F[C:2]1[CH:9]=[CH:8][C:5]([C:6]#[N:7])=[CH:4][C:3]=1[C:10]([C:12]1[CH:21]=[CH:20][C:19]2[C:14](=[CH:15][CH:16]=[C:17](O)[CH:18]=2)[CH:13]=1)=O.[OH2:23].[NH2:24][NH2:25], predict the reaction product. The product is: [OH:23][C:17]1[CH:18]=[C:19]2[C:14](=[CH:15][CH:16]=1)[CH:13]=[C:12]([C:10]1[C:3]3[C:2](=[CH:9][CH:8]=[C:5]([C:6]#[N:7])[CH:4]=3)[NH:25][N:24]=1)[CH:21]=[CH:20]2.